This data is from Catalyst prediction with 721,799 reactions and 888 catalyst types from USPTO. The task is: Predict which catalyst facilitates the given reaction. (1) Reactant: [O-:1][N+:2]1[C:7]2[CH:8]=[CH:9][CH:10]=[CH:11][C:6]=2[N+:5]([O-:12])=[C:4]([NH:13][CH2:14][CH2:15][CH2:16][NH2:17])[N:3]=1.N1([C:23]([C:25]2[C:38]3[C:29](=[CH:30][C:31]4[C:36]([N:37]=3)=[CH:35][CH:34]=[CH:33][CH:32]=4)[CH:28]=[CH:27][CH:26]=2)=[O:24])C=CN=C1. Product: [O-:1][N+:2]1[C:7]2[CH:8]=[CH:9][CH:10]=[CH:11][C:6]=2[N+:5]([O-:12])=[C:4]([NH:13][CH2:14][CH2:15][CH2:16][NH:17][C:23]([C:25]2[C:38]3[C:29](=[CH:30][C:31]4[C:36]([N:37]=3)=[CH:35][CH:34]=[CH:33][CH:32]=4)[CH:28]=[CH:27][CH:26]=2)=[O:24])[N:3]=1. The catalyst class is: 2. (2) Reactant: [CH2:1]([C:3]1[C:4]([F:17])=[CH:5][N:6]=[C:7]2[C:12]=1[N:11]([CH2:13][CH:14]=O)[C:10](=[O:16])[CH:9]=[CH:8]2)[CH3:2].[NH:18]1[CH2:23][CH2:22][CH:21]([NH:24][C:25](=[O:31])[O:26][C:27]([CH3:30])([CH3:29])[CH3:28])[CH2:20][CH2:19]1.CO.[BH-](OC(C)=O)(OC(C)=O)OC(C)=O.[Na+]. Product: [CH2:1]([C:3]1[C:4]([F:17])=[CH:5][N:6]=[C:7]2[C:12]=1[N:11]([CH2:13][CH2:14][N:18]1[CH2:19][CH2:20][CH:21]([NH:24][C:25](=[O:31])[O:26][C:27]([CH3:29])([CH3:28])[CH3:30])[CH2:22][CH2:23]1)[C:10](=[O:16])[CH:9]=[CH:8]2)[CH3:2]. The catalyst class is: 22. (3) Reactant: [O:1]1[CH2:5][CH2:4][CH2:3][CH:2]1[C:6]1[CH:11]=[CH:10][CH:9]=[CH:8][C:7]=1[OH:12].C(=O)([O-])[O-].[K+].[K+].Br[CH2:20][C:21]([O:23][CH2:24][CH3:25])=[O:22]. Product: [O:1]1[CH2:5][CH2:4][CH2:3][CH:2]1[C:6]1[CH:11]=[CH:10][CH:9]=[CH:8][C:7]=1[O:12][CH2:20][C:21]([O:23][CH2:24][CH3:25])=[O:22]. The catalyst class is: 21. (4) Reactant: [Cl:1][C:2]1[CH:7]=[C:6]([N:8]2[CH2:12][CH2:11][NH:10][C:9]2=[O:13])[CH:5]=[CH:4][N:3]=1.[H-].[Na+].[Br:16][C:17]1[CH:22]=[CH:21][C:20]([O:23][CH2:24][CH2:25][CH2:26][CH2:27][CH2:28][CH2:29][CH2:30]Br)=[CH:19][CH:18]=1. Product: [Br:16][C:17]1[CH:22]=[CH:21][C:20]([O:23][CH2:24][CH2:25][CH2:26][CH2:27][CH2:28][CH2:29][CH2:30][N:10]2[CH2:11][CH2:12][N:8]([C:6]3[CH:5]=[CH:4][N:3]=[C:2]([Cl:1])[CH:7]=3)[C:9]2=[O:13])=[CH:19][CH:18]=1. The catalyst class is: 9.